This data is from Forward reaction prediction with 1.9M reactions from USPTO patents (1976-2016). The task is: Predict the product of the given reaction. (1) Given the reactants [Cl:1][C:2]1[C:10]2[N:9]=[C:8]3[N:11]([C:15]4[CH:22]=[CH:21][C:18]([C:19]#[N:20])=[CH:17][C:16]=4[CH3:23])[CH2:12][CH2:13][CH2:14][N:7]3[C:6]=2[C:5]([CH:24]=[O:25])=[CH:4][CH:3]=1.C[Si](C)(C)[C:28]([F:31])([F:30])[F:29].[F-].C([N+](CCCC)(CCCC)CCCC)CCC.Cl, predict the reaction product. The product is: [Cl:1][C:2]1[C:10]2[N:9]=[C:8]3[N:11]([C:15]4[CH:22]=[CH:21][C:18]([C:19]#[N:20])=[CH:17][C:16]=4[CH3:23])[CH2:12][CH2:13][CH2:14][N:7]3[C:6]=2[C:5]([CH:24]([OH:25])[C:28]([F:31])([F:30])[F:29])=[CH:4][CH:3]=1. (2) Given the reactants [Br:1][C:2]1[CH:3]=[C:4]([CH:9]=[CH:10][C:11]([OH:13])=O)[CH:5]=[CH:6][C:7]=1[F:8].S(Cl)([Cl:16])=O, predict the reaction product. The product is: [Br:1][C:2]1[CH:3]=[C:4]([CH:9]=[CH:10][C:11]([Cl:16])=[O:13])[CH:5]=[CH:6][C:7]=1[F:8].